This data is from TCR-epitope binding with 47,182 pairs between 192 epitopes and 23,139 TCRs. The task is: Binary Classification. Given a T-cell receptor sequence (or CDR3 region) and an epitope sequence, predict whether binding occurs between them. (1) The epitope is LLFGYPVYV. The TCR CDR3 sequence is CASSAGISAYEQYF. Result: 0 (the TCR does not bind to the epitope). (2) The epitope is LLQTGIHVRVSQPSL. The TCR CDR3 sequence is CSVVRGAGELFF. Result: 1 (the TCR binds to the epitope). (3) The epitope is SSNVANYQK. The TCR CDR3 sequence is CASSQESNKPYEQYF. Result: 1 (the TCR binds to the epitope). (4) The epitope is EILDITPCSF. Result: 0 (the TCR does not bind to the epitope). The TCR CDR3 sequence is CASSSARTGANYGYTF. (5) The epitope is ATDALMTGY. The TCR CDR3 sequence is CASSLRTGGDEQYF. Result: 0 (the TCR does not bind to the epitope). (6) The epitope is LLLGIGILV. The TCR CDR3 sequence is CASRDTSYEQYF. Result: 0 (the TCR does not bind to the epitope). (7) The epitope is KLGGALQAK. The TCR CDR3 sequence is CASTTGLAGVEQFF. Result: 1 (the TCR binds to the epitope). (8) The epitope is GPGHKARVL. Result: 0 (the TCR does not bind to the epitope). The TCR CDR3 sequence is CASYPPDSGRTQYF.